From a dataset of Forward reaction prediction with 1.9M reactions from USPTO patents (1976-2016). Predict the product of the given reaction. (1) Given the reactants [CH:1]1([C:4]2[NH:8][N:7]=[C:6]([NH:9][C:10]3[C:11]([F:28])=[C:12]([NH:18][C@H:19]([C:21]4[CH:26]=[CH:25][C:24]([F:27])=[CH:23][CH:22]=4)[CH3:20])[C:13]([F:17])=[CH:14][C:15]=3[NH2:16])[CH:5]=2)[CH2:3][CH2:2]1.[C:29](O)(=O)C.C(N)=N.C(=O)(O)[O-].[Na+].CCOC(C)=O, predict the reaction product. The product is: [CH:1]1([C:4]2[NH:8][N:7]=[C:6]([N:9]3[C:10]4[C:11]([F:28])=[C:12]([NH:18][C@H:19]([C:21]5[CH:22]=[CH:23][C:24]([F:27])=[CH:25][CH:26]=5)[CH3:20])[C:13]([F:17])=[CH:14][C:15]=4[N:16]=[CH:29]3)[CH:5]=2)[CH2:3][CH2:2]1. (2) Given the reactants Br[C:2]1[CH:3]=[C:4]([C:23]([NH2:25])=[O:24])[C:5]2[NH:6][C:7]3[C:12]([C:13]=2[CH:14]=1)=[CH:11][CH:10]=[C:9]([C:15]([N:17]1[CH2:22][CH2:21][O:20][CH2:19][CH2:18]1)=[O:16])[CH:8]=3.[CH2:26]([O:28][C:29]1[CH:34]=[CH:33][C:32](B(O)O)=[CH:31][CH:30]=1)[CH3:27].C([O-])([O-])=O.[Na+].[Na+].C1(C)C=CC=CC=1, predict the reaction product. The product is: [CH2:26]([O:28][C:29]1[CH:34]=[CH:33][C:32]([C:2]2[CH:3]=[C:4]([C:23]([NH2:25])=[O:24])[C:5]3[NH:6][C:7]4[C:12]([C:13]=3[CH:14]=2)=[CH:11][CH:10]=[C:9]([C:15]([N:17]2[CH2:18][CH2:19][O:20][CH2:21][CH2:22]2)=[O:16])[CH:8]=4)=[CH:31][CH:30]=1)[CH3:27]. (3) Given the reactants [NH2:1][CH2:2][C:3]1[N:11]=[C:10]2[C:6]([N:7]=[CH:8][N:9]2[CH:12]2[CH2:17][CH2:16][CH2:15][CH2:14][O:13]2)=[C:5]([NH:18][CH2:19][CH:20]([C:27]2[CH:32]=[CH:31][CH:30]=[CH:29][CH:28]=2)[C:21]2[CH:26]=[CH:25][CH:24]=[CH:23][CH:22]=2)[N:4]=1.C(N(CC)CC)C.[CH3:40][CH:41]([CH3:47])[CH2:42][S:43](Cl)(=[O:45])=[O:44], predict the reaction product. The product is: [C:21]1([CH:20]([C:27]2[CH:32]=[CH:31][CH:30]=[CH:29][CH:28]=2)[CH2:19][NH:18][C:5]2[N:4]=[C:3]([CH2:2][NH:1][S:43]([CH2:42][CH:41]([CH3:47])[CH3:40])(=[O:45])=[O:44])[N:11]=[C:10]3[C:6]=2[N:7]=[CH:8][N:9]3[CH:12]2[CH2:17][CH2:16][CH2:15][CH2:14][O:13]2)[CH:22]=[CH:23][CH:24]=[CH:25][CH:26]=1. (4) Given the reactants [Cl:1][C:2]1[CH:7]=[C:6]([Cl:8])[CH:5]=[CH:4][C:3]=1[C:9]1[N:10]=[C:11]([CH2:36][C:37]2[CH:42]=[CH:41][C:40](B3OC(C)(C)C(C)(C)O3)=[CH:39][CH:38]=2)[N:12]([C:14]2[CH:15]=[C:16]([N:20]3[S:24](=[O:26])(=[O:25])[N:23]([CH2:27][O:28][CH2:29][CH2:30][Si:31]([CH3:34])([CH3:33])[CH3:32])[C:22](=[O:35])[CH2:21]3)[CH:17]=[CH:18][CH:19]=2)[CH:13]=1.[Cl:52][C:53]1[N:54]=[N:55][C:56](Cl)=[CH:57][CH:58]=1, predict the reaction product. The product is: [Cl:52][C:53]1[N:54]=[N:55][C:56]([C:40]2[CH:41]=[CH:42][C:37]([CH2:36][C:11]3[N:12]([C:14]4[CH:15]=[C:16]([N:20]5[S:24](=[O:25])(=[O:26])[N:23]([CH2:27][O:28][CH2:29][CH2:30][Si:31]([CH3:32])([CH3:33])[CH3:34])[C:22](=[O:35])[CH2:21]5)[CH:17]=[CH:18][CH:19]=4)[CH:13]=[C:9]([C:3]4[CH:4]=[CH:5][C:6]([Cl:8])=[CH:7][C:2]=4[Cl:1])[N:10]=3)=[CH:38][CH:39]=2)=[CH:57][CH:58]=1. (5) Given the reactants [Mg].Br[C:3]1[CH2:8][CH2:7][CH2:6][CH2:5][CH:4]=1.[Cl:9][C:10]1[S:14][C:13]([S:15]([NH:18][C@H:19]([CH:24]=[O:25])[C@H:20]([CH2:22][CH3:23])[CH3:21])(=[O:17])=[O:16])=[CH:12][CH:11]=1.[NH4+].[Cl-], predict the reaction product. The product is: [Cl:9][C:10]1[S:14][C:13]([S:15]([NH:18][C@H:19]([C@H:24]([CH:8]2[CH2:7][CH2:6][CH2:5][CH:4]=[CH:3]2)[OH:25])[C@@H:20]([CH3:21])[CH2:22][CH3:23])(=[O:17])=[O:16])=[CH:12][CH:11]=1. (6) Given the reactants [N:1]1([C:6]2[CH:11]=[CH:10][C:9]([OH:12])=[CH:8][CH:7]=2)[CH:5]=[CH:4][CH:3]=[CH:2]1.Cl.Cl[CH2:15][CH2:16][N:17]1[CH2:22][CH2:21][CH2:20][CH2:19][CH2:18]1.C([O-])([O-])=O.[K+].[K+], predict the reaction product. The product is: [N:1]1([C:6]2[CH:11]=[CH:10][C:9]([O:12][CH2:15][CH2:16][N:17]3[CH2:22][CH2:21][CH2:20][CH2:19][CH2:18]3)=[CH:8][CH:7]=2)[CH:2]=[CH:3][CH:4]=[CH:5]1. (7) Given the reactants [I:1]C(C)C(C#CC)CNC(=O)[O-].CCCCCCCCC[CH2:22][CH2:23][CH2:24][O:25][C:26](CN(C)C)=[O:27].C([O-])(=O)CCCCC([O-])=O.[CH2:42]([N+:52](CCCCCCCCCC)(C)C)[CH2:43][CH2:44][CH2:45]CCCCCC.[CH2:42]([N+:52](C)(C)CCCCCCCCCC)[CH2:43][CH2:44][CH2:45]CCCCCC.COCCOCCO, predict the reaction product. The product is: [CH3:45][CH2:44][CH2:43][CH2:42][NH:52][C:26]([O:25][CH2:24][C:23]#[C:22][I:1])=[O:27].